From a dataset of Reaction yield outcomes from USPTO patents with 853,638 reactions. Predict the reaction yield, written as a fraction of the theoretical maximum amount of product (1.0 means a 100% yield; for example, 0.34 means a 34% yield). (1) The reactants are [CH3:1][N:2]([CH3:7])[CH:3]1[CH2:6][NH:5][CH2:4]1.C(N(CC)CC)C.[C:15](=O)([O:21]C(OC(C)(C)C)=O)[O:16][C:17]([CH3:20])([CH3:19])[CH3:18]. The catalyst is C(Cl)Cl. The product is [CH3:1][N:2]([CH3:7])[CH:3]1[CH2:6][N:5]([C:15]([O:16][C:17]([CH3:20])([CH3:19])[CH3:18])=[O:21])[CH2:4]1. The yield is 0.310. (2) The reactants are [O:1]1[CH2:6][CH2:5][N:4]([CH2:7][CH2:8][NH:9][CH2:10]/[C:11](/[CH2:27][O:28][C:29]2[C:38]3[C:33](=[CH:34][CH:35]=[CH:36][CH:37]=3)[CH:32]=[CH:31][CH:30]=2)=[CH:12]/[CH2:13][CH2:14][CH2:15][CH2:16][C:17]([NH:19][O:20]C2CCCCO2)=[O:18])[CH2:3][CH2:2]1.FC(F)(F)C(O)=O. The catalyst is CO. The product is [OH:20][NH:19][C:17](=[O:18])[CH2:16][CH2:15][CH2:14][CH2:13]/[CH:12]=[C:11](\[CH2:27][O:28][C:29]1[C:38]2[C:33](=[CH:34][CH:35]=[CH:36][CH:37]=2)[CH:32]=[CH:31][CH:30]=1)/[CH2:10][NH:9][CH2:8][CH2:7][N:4]1[CH2:5][CH2:6][O:1][CH2:2][CH2:3]1. The yield is 0.530. (3) The reactants are [CH3:1][O:2][C:3](=[O:22])[C:4]1[CH:9]=[C:8]([N+:10]([O-])=O)[C:7]([NH2:13])=[C:6]([F:14])[C:5]=1[NH:15][C:16]1[CH:21]=[CH:20][CH:19]=[CH:18][CH:17]=1.C([O-])=O.[NH4+]. The catalyst is C(O)C.[OH-].[OH-].[Pd+2]. The product is [CH3:1][O:2][C:3](=[O:22])[C:4]1[CH:9]=[C:8]([NH2:10])[C:7]([NH2:13])=[C:6]([F:14])[C:5]=1[NH:15][C:16]1[CH:17]=[CH:18][CH:19]=[CH:20][CH:21]=1. The yield is 0.930. (4) The reactants are C[CH:2]1[O:4][CH:3]1[CH2:5][O:6][C:7]1[CH:12]=[C:11]([CH3:13])[CH:10]=[CH:9][CH:8]=1.[C:14]([OH:19])(=[O:18])[C:15]([CH3:17])=[CH2:16].[CH2:20](N(CC)CC)C. The catalyst is C(Cl)Cl. The product is [C:14]([O:19][CH2:2][CH:3]([OH:4])[CH2:5][O:6][C:7]1[CH:8]=[C:9]([CH3:20])[CH:10]=[C:11]([CH3:13])[CH:12]=1)(=[O:18])[C:15]([CH3:17])=[CH2:16]. The yield is 0.750. (5) The reactants are Cl.[NH2:2][OH:3].C(N(CC)CC)C.[CH3:11][O:12][CH2:13][O:14][C:15]1[CH:20]=[C:19]([O:21][CH2:22][O:23][CH3:24])[CH:18]=[CH:17][C:16]=1[CH:25]1[CH2:30][CH2:29][CH2:28][C:27](=O)[CH2:26]1. The catalyst is C(O)C. The product is [CH3:11][O:12][CH2:13][O:14][C:15]1[CH:20]=[C:19]([O:21][CH2:22][O:23][CH3:24])[CH:18]=[CH:17][C:16]=1[CH:25]1[CH2:30][CH2:29][CH2:28][C:27](=[N:2][OH:3])[CH2:26]1. The yield is 0.940. (6) The reactants are [OH:1][C:2]1[CH:11]=[C:10]([OH:12])[C:9]([CH:13]([CH3:15])[CH3:14])=[CH:8][C:3]=1[C:4]([O:6][CH3:7])=[O:5].[C:16](=O)([O-])[O-].[K+].[K+].S(OC)(OC)(=O)=O. The catalyst is C(#N)C. The product is [OH:1][C:2]1[CH:11]=[C:10]([O:12][CH3:16])[C:9]([CH:13]([CH3:15])[CH3:14])=[CH:8][C:3]=1[C:4]([O:6][CH3:7])=[O:5]. The yield is 0.980. (7) The catalyst is O1CCOCC1.C1C=CC([P]([Pd]([P](C2C=CC=CC=2)(C2C=CC=CC=2)C2C=CC=CC=2)([P](C2C=CC=CC=2)(C2C=CC=CC=2)C2C=CC=CC=2)[P](C2C=CC=CC=2)(C2C=CC=CC=2)C2C=CC=CC=2)(C2C=CC=CC=2)C2C=CC=CC=2)=CC=1. The yield is 0.560. The reactants are Br[C:2]1[CH:3]=[CH:4][C:5]2[C:6]3[C:7](=[C:13]([C:16]4[O:20][N:19]=[C:18]([C:21]5[CH:26]=[CH:25][CH:24]=[CH:23][CH:22]=5)[C:17]=4[C:27]([F:30])([F:29])[F:28])[O:14][N:15]=3)[CH2:8][N:9]([CH3:12])[C:10]=2[CH:11]=1.[CH2:31]([Sn](CCCC)(CCCC)C=C)[CH2:32]CC.[Cl-].[Li+]. The product is [CH3:12][N:9]1[C:10]2[CH:11]=[C:2]([CH:31]=[CH2:32])[CH:3]=[CH:4][C:5]=2[C:6]2=[N:15][O:14][C:13]([C:16]3[O:20][N:19]=[C:18]([C:21]4[CH:26]=[CH:25][CH:24]=[CH:23][CH:22]=4)[C:17]=3[C:27]([F:29])([F:28])[F:30])=[C:7]2[CH2:8]1. (8) The reactants are C(N(CC)CC)C.[CH3:8][O:9][C:10]1[C:26]([O:27][CH3:28])=[C:25]([O:29][CH3:30])[CH:24]=[C:23]([CH3:31])[C:11]=1[C:12]([C:14]1[C:19]([Cl:20])=[CH:18][N:17]=[C:16](Cl)[C:15]=1[Cl:22])=[O:13]. The catalyst is [C].[Pd].CO. The product is [CH3:8][O:9][C:10]1[C:26]([O:27][CH3:28])=[C:25]([O:29][CH3:30])[CH:24]=[C:23]([CH3:31])[C:11]=1[C:12]([C:14]1[C:19]([Cl:20])=[CH:18][N:17]=[CH:16][C:15]=1[Cl:22])=[O:13]. The yield is 0.720. (9) The reactants are COC1C=CC(C[N:8]2[C:13]3[NH:14][N:15]=[C:16]([NH:17][C:18]4[CH:23]=[CH:22][CH:21]=[CH:20][CH:19]=4)[C:12]=3[C:11](=[O:24])[N:10]([CH3:25])[C:9]2=[O:26])=CC=1.C(O)(C(F)(F)F)=O.FC(F)(F)S(O)(=O)=O. The catalyst is C(Cl)Cl. The product is [CH3:25][N:10]1[C:11](=[O:24])[C:12]2[C:16]([NH:17][C:18]3[CH:23]=[CH:22][CH:21]=[CH:20][CH:19]=3)=[N:15][NH:14][C:13]=2[NH:8][C:9]1=[O:26]. The yield is 0.960. (10) The reactants are C([N:8](CC1C=CC=CC=1)[CH:9]1[C:15]2([CH2:20][CH2:19][CH2:18][CH2:17][CH2:16]2)[O:14][C:13]2[CH:21]=[CH:22][CH:23]=[CH:24][C:12]=2[NH:11][C:10]1=[O:25])C1C=CC=CC=1.CO. The catalyst is [OH-].[OH-].[Pd+2].C(O)(=O)C. The product is [NH2:8][CH:9]1[C:15]2([CH2:16][CH2:17][CH2:18][CH2:19][CH2:20]2)[O:14][C:13]2[CH:21]=[CH:22][CH:23]=[CH:24][C:12]=2[NH:11][C:10]1=[O:25]. The yield is 1.00.